This data is from Reaction yield outcomes from USPTO patents with 853,638 reactions. The task is: Predict the reaction yield, written as a fraction of the theoretical maximum amount of product (1.0 means a 100% yield; for example, 0.34 means a 34% yield). (1) The reactants are [Br:1][C:2]1[CH:10]=[C:6]([C:7]([OH:9])=O)[C:5]([OH:11])=[CH:4][CH:3]=1.[NH2:12][C:13]1[S:14][C:15]([C:18]([F:21])([F:20])[F:19])=[N:16][N:17]=1. No catalyst specified. The product is [Br:1][C:2]1[CH:3]=[CH:4][C:5]([OH:11])=[C:6]([CH:10]=1)[C:7]([NH:12][C:13]1[S:14][C:15]([C:18]([F:21])([F:20])[F:19])=[N:16][N:17]=1)=[O:9]. The yield is 0.802. (2) The reactants are [CH3:1]C([O-])(C)C.[Na+].[C:7]([SiH:11]([CH3:35])[O:12][CH2:13][C:14]([N:17]1[C:25]2[CH:24]=[CH:23][N:22]=[CH:21][C:20]=2[C:19]([C:26]([C:28]2[CH:33]=[C:32](Cl)[CH:31]=[CH:30][N:29]=2)=[O:27])=[CH:18]1)([CH3:16])[CH3:15])([CH3:10])([CH3:9])[CH3:8].[C:36](=[NH:49])([C:43]1[CH:48]=[CH:47][CH:46]=[CH:45][CH:44]=1)[C:37]1[CH:42]=[CH:41][CH:40]=[CH:39][CH:38]=1. The catalyst is COCCOC.C([O-])(=O)C.[Pd+2].C([O-])(=O)C.C[C@H](P(C(C)(C)C)C(C)(C)C)[C]1[C](P(C2CCCCC2)C2CCCCC2)[CH][CH][CH]1.[CH]1[CH][CH][CH][CH]1.[Fe]. The product is [Si:11]([O:12][CH2:13][C:14]([N:17]1[C:25]2[CH:24]=[CH:23][N:22]=[CH:21][C:20]=2[C:19]([C:26]([C:28]2[CH:33]=[C:32]([N:49]=[C:36]([C:43]3[CH:44]=[CH:45][CH:46]=[CH:47][CH:48]=3)[C:37]3[CH:42]=[CH:41][CH:40]=[CH:39][CH:38]=3)[CH:31]=[CH:30][N:29]=2)=[O:27])=[CH:18]1)([CH3:16])[CH3:15])([C:7]([CH3:10])([CH3:9])[CH3:8])([CH3:35])[CH3:1]. The yield is 0.640. (3) The reactants are [Br:1][C:2]1[CH:3]=[C:4]([NH:10][C:11]2[N:16]=[CH:15][C:14]([N:17]3[CH2:22][CH2:21][N:20](C(OC(C)(C)C)=O)[CH2:19][C@@H:18]3[CH2:30][CH3:31])=[CH:13][CH:12]=2)[C:5](=[O:9])[N:6]([CH3:8])[CH:7]=1.Cl.O1CCOCC1. The catalyst is ClCCl. The product is [Br:1][C:2]1[CH:3]=[C:4]([NH:10][C:11]2[CH:12]=[CH:13][C:14]([N:17]3[CH2:22][CH2:21][NH:20][CH2:19][C@@H:18]3[CH2:30][CH3:31])=[CH:15][N:16]=2)[C:5](=[O:9])[N:6]([CH3:8])[CH:7]=1. The yield is 0.660. (4) The catalyst is C1COCC1. The yield is 1.00. The product is [OH:10][C@@H:11]1[CH2:16][CH2:15][CH2:14][CH2:13][C@@H:12]1[NH:17][C:18](=[O:19])[O:20][C:21]([CH3:23])([CH3:22])[CH3:24]. The reactants are [N+](C1C=CC(C([O:10][C@@H:11]2[CH2:16][CH2:15][CH2:14][CH2:13][C@@H:12]2[NH:17][C:18]([O:20][C:21]([CH3:24])([CH3:23])[CH3:22])=[O:19])=O)=CC=1)([O-])=O.[Li+].[OH-]. (5) The reactants are [S:1]1[C:5]2[CH:6]=[CH:7][CH:8]=[CH:9][C:4]=2[C:3]([N:10]2[CH2:15][CH2:14][N:13]([CH2:16][CH2:17][C:18]3[CH:23]=[CH:22][C:21]([NH2:24])=[C:20]([CH3:25])[CH:19]=3)[CH2:12][CH2:11]2)=[N:2]1.[CH3:26][CH:27]=[CH:28][C:29](Cl)=[O:30]. No catalyst specified. The product is [S:1]1[C:5]2[CH:6]=[CH:7][CH:8]=[CH:9][C:4]=2[C:3]([N:10]2[CH2:11][CH2:12][N:13]([CH2:16][CH2:17][C:18]3[CH:23]=[CH:22][C:21]([NH:24][C:29](=[O:30])[CH:28]=[CH:27][CH3:26])=[C:20]([CH3:25])[CH:19]=3)[CH2:14][CH2:15]2)=[N:2]1. The yield is 0.770. (6) The reactants are [CH3:1][N:2]([CH3:22])[CH:3]([C:5]1[CH:14]=[C:13]2[C:8]([C:9]3[CH:19]=[CH:18][CH:17]=[CH:16][C:10]=3[C:11](=[O:15])[O:12]2)=[C:7]([O:20]C)[CH:6]=1)[CH3:4].Br.C([O-])(O)=O.[Na+]. The catalyst is CC(C)=O. The product is [CH3:22][N:2]([CH3:1])[CH:3]([C:5]1[CH:14]=[C:13]2[C:8]([C:9]3[CH:19]=[CH:18][CH:17]=[CH:16][C:10]=3[C:11](=[O:15])[O:12]2)=[C:7]([OH:20])[CH:6]=1)[CH3:4]. The yield is 0.310. (7) The reactants are C(O[C@H:5]1[C@H:9]([CH2:10][CH2:11][CH3:12])[CH2:8][C:7](=[O:13])[CH2:6]1)(=O)C.C1CCN2C(=NCCC2)CC1. The catalyst is CCOCC. The product is [CH2:10]([C@@H:9]1[CH2:8][C:7](=[O:13])[CH:6]=[CH:5]1)[CH2:11][CH3:12]. The yield is 0.680.